From a dataset of Forward reaction prediction with 1.9M reactions from USPTO patents (1976-2016). Predict the product of the given reaction. (1) Given the reactants B.[OH:2][C:3]1[CH:11]=[C:10]([I:12])[CH:9]=[CH:8][C:4]=1[C:5](O)=[O:6].Cl, predict the reaction product. The product is: [OH:2][C:3]1[CH:11]=[C:10]([I:12])[CH:9]=[CH:8][C:4]=1[CH2:5][OH:6]. (2) Given the reactants Cl.[CH3:2][N:3]([CH3:10])[CH2:4][CH:5]=[CH:6][C:7](O)=[O:8].CCN(CC)CC.C(OC(Cl)=O)C(C)C.[I:26][C:27]1[CH:28]=[C:29]2[C:34](=[CH:35][CH:36]=1)[C:33](=[O:37])[NH:32][C:31](=[O:38])[C:30]2=[CH:39][NH:40][C:41]1[CH:46]=[CH:45][C:44]([CH:47]2[CH2:51][CH2:50][CH2:49][NH:48]2)=[CH:43][CH:42]=1, predict the reaction product. The product is: [CH3:2][N:3]([CH3:10])[CH2:4][CH:5]=[CH:6][C:7]([N:48]1[CH2:49][CH2:50][CH2:51][CH:47]1[C:44]1[CH:45]=[CH:46][C:41]([NH:40][CH:39]=[C:30]2[C:29]3[C:34](=[CH:35][CH:36]=[C:27]([I:26])[CH:28]=3)[C:33](=[O:37])[NH:32][C:31]2=[O:38])=[CH:42][CH:43]=1)=[O:8]. (3) The product is: [Cl:25][C:20]1[CH:21]=[CH:22][CH:23]=[CH:24][C:19]=1[C:18]1[N:14]([C:13]2[C:8]3[S:7][C:6]([NH:5][C:4]([NH:31][CH3:30])=[O:3])=[N:10][C:9]=3[NH:11][N:12]=2)[CH:15]=[N:16][CH:17]=1. Given the reactants C([O:3][C:4](=O)[NH:5][C:6]1[S:7][C:8]2[C:13]([N:14]3[C:18]([C:19]4[CH:24]=[CH:23][CH:22]=[CH:21][C:20]=4[Cl:25])=[CH:17][N:16]=[CH:15]3)=[N:12][NH:11][C:9]=2[N:10]=1)C.C(O)C.[CH3:30][NH2:31], predict the reaction product.